From a dataset of Forward reaction prediction with 1.9M reactions from USPTO patents (1976-2016). Predict the product of the given reaction. (1) Given the reactants [CH2:1]([N:8]1[CH2:13][CH2:12][CH:11]([NH:14][C:15]2[CH:16]=[C:17]3[C:21](=[CH:22][CH:23]=2)[NH:20][N:19]=[CH:18]3)[CH2:10][CH2:9]1)[C:2]1[CH:7]=[CH:6][CH:5]=[CH:4][CH:3]=1.[ClH:24].CCOCC.Cl.C(OCC)(=O)C, predict the reaction product. The product is: [ClH:24].[ClH:24].[CH2:1]([N:8]1[CH2:13][CH2:12][CH:11]([NH:14][C:15]2[CH:16]=[C:17]3[C:21](=[CH:22][CH:23]=2)[NH:20][N:19]=[CH:18]3)[CH2:10][CH2:9]1)[C:2]1[CH:7]=[CH:6][CH:5]=[CH:4][CH:3]=1. (2) Given the reactants [Br:1][C:2]1[CH:3]=[C:4]([CH:9]=[C:10](Br)[C:11]=1/[CH:12]=[CH:13]\[C:14]([NH:16][C:17]1[C:22]([Cl:23])=[CH:21][CH:20]=[CH:19][C:18]=1[Cl:24])=[O:15])[C:5]([O:7][CH3:8])=[O:6], predict the reaction product. The product is: [Br:1][C:2]1[CH:3]=[C:4]([C:5]([O:7][CH3:8])=[O:6])[CH:9]=[C:10]2[C:11]=1[CH:12]=[CH:13][C:14](=[O:15])[N:16]2[C:17]1[C:22]([Cl:23])=[CH:21][CH:20]=[CH:19][C:18]=1[Cl:24]. (3) Given the reactants [C:1]([O:5][C:6]([NH:8][CH2:9][C:10]1[CH:11]=[CH:12][C:13]([NH:20][C:21]2[CH:26]=[C:25]([C:27]([F:30])([F:29])[F:28])[CH:24]=[CH:23][C:22]=2[N+:31]([O-])=O)=[C:14]([CH:19]=1)[C:15]([O:17][CH3:18])=[O:16])=[O:7])([CH3:4])([CH3:3])[CH3:2].[H][H], predict the reaction product. The product is: [NH2:31][C:22]1[CH:23]=[CH:24][C:25]([C:27]([F:30])([F:29])[F:28])=[CH:26][C:21]=1[NH:20][C:13]1[CH:12]=[CH:11][C:10]([CH2:9][NH:8][C:6]([O:5][C:1]([CH3:4])([CH3:3])[CH3:2])=[O:7])=[CH:19][C:14]=1[C:15]([O:17][CH3:18])=[O:16]. (4) Given the reactants [N+:1]([C:4]1[CH:5]=[CH:6][C:7]([N:12]2[CH2:17][CH2:16][N:15]([CH:18]([C:26]3[CH:31]=[CH:30][CH:29]=[CH:28][CH:27]=3)[C:19]3[CH:24]=[CH:23][CH:22]=[CH:21][C:20]=3[CH3:25])[CH2:14][CH2:13]2)=[C:8]([CH:11]=1)[C:9]#[N:10])([O-])=O.[Cl-].[NH4+], predict the reaction product. The product is: [NH2:1][C:4]1[CH:5]=[CH:6][C:7]([N:12]2[CH2:17][CH2:16][N:15]([CH:18]([C:26]3[CH:27]=[CH:28][CH:29]=[CH:30][CH:31]=3)[C:19]3[CH:24]=[CH:23][CH:22]=[CH:21][C:20]=3[CH3:25])[CH2:14][CH2:13]2)=[C:8]([CH:11]=1)[C:9]#[N:10]. (5) Given the reactants Br[C:2]1[N:6]([C:7]2[C:12]([Cl:13])=[CH:11][C:10]([C:14]([F:17])([F:16])[F:15])=[CH:9][C:8]=2[Cl:18])[N:5]=[C:4]([C:19]#[N:20])[C:3]=1[S:21]([C:24]([F:27])([F:26])[F:25])(=[O:23])=[O:22].[CH2:28]([S:30][CH2:31][CH2:32][CH2:33][NH2:34])[CH3:29].C(=O)([O-])[O-].[K+].[K+].O, predict the reaction product. The product is: [Cl:18][C:8]1[CH:9]=[C:10]([C:14]([F:17])([F:16])[F:15])[CH:11]=[C:12]([Cl:13])[C:7]=1[N:6]1[C:2]([NH:34][CH2:33][CH2:32][CH2:31][S:30][CH2:28][CH3:29])=[C:3]([S:21]([C:24]([F:27])([F:26])[F:25])(=[O:23])=[O:22])[C:4]([C:19]#[N:20])=[N:5]1. (6) Given the reactants [CH:1]1([N:6]2[CH2:12][C:11]([F:14])([F:13])[C:10](=[O:15])[N:9]([CH3:16])[C:8]3[CH:17]=[N:18][C:19]([NH:21][C:22]4[CH:30]=[CH:29][C:25]([C:26](O)=[O:27])=[CH:24][C:23]=4[O:31][CH3:32])=[N:20][C:7]2=3)[CH2:5][CH2:4][CH2:3][CH2:2]1.[F:33][C:34]1[CH:35]=[C:36]([CH:38]=[CH:39][C:40]=1[N:41]1[CH2:46][CH2:45][N:44]([CH3:47])[CH2:43][CH2:42]1)[NH2:37], predict the reaction product. The product is: [CH:1]1([N:6]2[CH2:12][C:11]([F:13])([F:14])[C:10](=[O:15])[N:9]([CH3:16])[C:8]3[CH:17]=[N:18][C:19]([NH:21][C:22]4[CH:30]=[CH:29][C:25]([C:26]([NH:37][C:36]5[CH:38]=[CH:39][C:40]([N:41]6[CH2:46][CH2:45][N:44]([CH3:47])[CH2:43][CH2:42]6)=[C:34]([F:33])[CH:35]=5)=[O:27])=[CH:24][C:23]=4[O:31][CH3:32])=[N:20][C:7]2=3)[CH2:2][CH2:3][CH2:4][CH2:5]1. (7) Given the reactants [NH2:1][C:2]1[CH:7]=[C:6]([Cl:8])[CH:5]=[CH:4][C:3]=1[SH:9].Br[CH2:11][C:12]1[CH:17]=[CH:16][CH:15]=[C:14]([N+:18]([O-:20])=[O:19])[CH:13]=1.[OH-].[Na+], predict the reaction product. The product is: [ClH:8].[Cl:8][C:6]1[CH:5]=[CH:4][C:3]([S:9][CH2:11][C:12]2[CH:17]=[CH:16][CH:15]=[C:14]([N+:18]([O-:20])=[O:19])[CH:13]=2)=[C:2]([CH:7]=1)[NH2:1].